This data is from Catalyst prediction with 721,799 reactions and 888 catalyst types from USPTO. The task is: Predict which catalyst facilitates the given reaction. (1) Reactant: [CH3:1][N:2]1[C:10]2[C:5](=[CH:6][C:7]([C:11]3[N:16]4[N:17]=[C:18]([NH2:20])[N:19]=[C:15]4[CH:14]=[N:13][CH:12]=3)=[CH:8][CH:9]=2)[CH:4]=[N:3]1.BrC1C=CC([CH2:28][S:29](CC2C=CC(Br)=CC=2)(=[O:31])=[O:30])=CC=1.[CH:40]1(P([CH:40]2[CH2:45][CH2:44][CH2:43][CH2:42][CH2:41]2)C2C=CC=CC=2C2C=CC=CC=2N(C)C)[CH2:45][CH2:44][CH2:43][CH2:42][CH2:41]1. The catalyst class is: 107. Product: [CH3:28][S:29]([C:40]1[CH:45]=[CH:44][C:43]([NH:20][C:18]2[N:19]=[C:15]3[CH:14]=[N:13][CH:12]=[C:11]([C:7]4[CH:6]=[C:5]5[C:10](=[CH:9][CH:8]=4)[N:2]([CH3:1])[N:3]=[CH:4]5)[N:16]3[N:17]=2)=[CH:42][CH:41]=1)(=[O:31])=[O:30]. (2) Reactant: [Cl:1][C:2]1[C:6]([Cl:7])=[C:5]([CH3:8])[NH:4][C:3]=1[C:9]([NH:11][CH:12]1[CH2:17][CH2:16][N:15]([CH:18]2[CH2:22][N:21](C(OC(C)(C)C)=O)[C@H:20]([C:30]([O:32][CH3:33])=[O:31])[CH2:19]2)[CH2:14][CH2:13]1)=[O:10]. Product: [Cl:1][C:2]1[C:6]([Cl:7])=[C:5]([CH3:8])[NH:4][C:3]=1[C:9]([NH:11][CH:12]1[CH2:13][CH2:14][N:15]([CH:18]2[CH2:22][NH:21][C@H:20]([C:30]([O:32][CH3:33])=[O:31])[CH2:19]2)[CH2:16][CH2:17]1)=[O:10]. The catalyst class is: 89.